Dataset: Forward reaction prediction with 1.9M reactions from USPTO patents (1976-2016). Task: Predict the product of the given reaction. (1) Given the reactants Br[C:2]1[CH:15]=[C:14]2[C:5]([CH:6]3[CH:11]([CH:12]([C:16]4[CH:21]=[CH:20][C:19]([O:22][CH3:23])=[CH:18][CH:17]=4)[CH2:13]2)[CH2:10][CH2:9][CH2:8][CH2:7]3)=[CH:4][C:3]=1[O:24][CH3:25].C[Li].[Li]C(C)(C)C.Cl[C:34]([O:36][CH3:37])=[O:35], predict the reaction product. The product is: [CH3:37][O:36][C:34]([C:2]1[C:3]([O:24][CH3:25])=[CH:4][C:5]2[CH:6]3[CH:11]([CH2:10][CH2:9][CH2:8][CH2:7]3)[CH:12]([C:16]3[CH:17]=[CH:18][C:19]([O:22][CH3:23])=[CH:20][CH:21]=3)[CH2:13][C:14]=2[CH:15]=1)=[O:35]. (2) Given the reactants [C:1]([O:5][C:6]([N:8]1[C@@H:16]2[C@@H:11]([CH2:12][CH2:13][CH2:14][CH2:15]2)[CH2:10][C@H:9]1[CH2:17][OH:18])=[O:7])([CH3:4])([CH3:3])[CH3:2], predict the reaction product. The product is: [C:1]([O:5][C:6]([N:8]1[C@@H:16]2[C@@H:11]([CH2:12][CH2:13][CH2:14][CH2:15]2)[CH2:10][C@H:9]1[CH:17]=[O:18])=[O:7])([CH3:4])([CH3:3])[CH3:2]. (3) Given the reactants [NH2:1][C:2]1[C:7]([N+:8]([O-:10])=[O:9])=[C:6]([N:11]2[CH2:16][CH2:15][N:14]([CH2:17][C:18](NC3SC=CN=3)=O)[CH2:13][CH2:12]2)[C:5](Br)=[CH:4][N:3]=1.[Cl:27]C1C(Cl)=CN=C(N)C=1[N+]([O-])=O.CCN(C(C)C)C(C)C.C(N1CCNCC1)C, predict the reaction product. The product is: [Cl:27][C:5]1[C:6]([N:11]2[CH2:16][CH2:15][N:14]([CH2:17][CH3:18])[CH2:13][CH2:12]2)=[C:7]([N+:8]([O-:10])=[O:9])[C:2]([NH2:1])=[N:3][CH:4]=1. (4) Given the reactants [CH:1](=[C:8]1[C:16]2[C:11](=[N:12][CH:13]=[C:14]([C:17]3[CH:22]=[C:21]([O:23][CH3:24])[C:20]([O:25][CH3:26])=[C:19]([O:27][CH3:28])[CH:18]=3)[CH:15]=2)[NH:10][C:9]1=[O:29])[C:2]1[CH:7]=[CH:6][CH:5]=[CH:4][CH:3]=1.C1COCC1.O.[BH4-].[Na+], predict the reaction product. The product is: [CH2:1]([CH:8]1[C:16]2[C:11](=[N:12][CH:13]=[C:14]([C:17]3[CH:18]=[C:19]([O:27][CH3:28])[C:20]([O:25][CH3:26])=[C:21]([O:23][CH3:24])[CH:22]=3)[CH:15]=2)[NH:10][C:9]1=[O:29])[C:2]1[CH:7]=[CH:6][CH:5]=[CH:4][CH:3]=1. (5) Given the reactants [H-].[Na+].[CH2:3]1[S:11](=[O:13])(=[O:12])[O:10][CH2:9][CH2:8][O:7][S:4]1(=[O:6])=[O:5].[CH:14]1[C:23]2[C:18](=[CH:19][CH:20]=[CH:21][CH:22]=2)[CH:17]=[CH:16][C:15]=1[C:24](Cl)=[O:25], predict the reaction product. The product is: [CH:14]1[C:23]2[C:18](=[CH:19][CH:20]=[CH:21][CH:22]=2)[CH:17]=[CH:16][C:15]=1[C:24]([CH:3]1[S:4](=[O:5])(=[O:6])[O:7][CH2:8][CH2:9][O:10][S:11]1(=[O:13])=[O:12])=[O:25].